Task: Predict the reactants needed to synthesize the given product.. Dataset: Retrosynthesis with 50K atom-mapped reactions and 10 reaction types from USPTO (1) Given the product COC(=O)c1cc(N2CCC(NC(=O)c3[nH]c(C)c(Cl)c3Cl)CC2)c2cc(Cl)ccc2n1, predict the reactants needed to synthesize it. The reactants are: COC(=O)c1cc(Cl)c2cc(Cl)ccc2n1.Cc1[nH]c(C(=O)NC2CCNCC2)c(Cl)c1Cl. (2) Given the product CCc1cc(Br)ccc1CNC(C)=O, predict the reactants needed to synthesize it. The reactants are: CC(=O)Cl.CCc1cc(Br)ccc1CN. (3) Given the product CC(O)c1cn(-c2ccc(Cl)c(Cl)c2)cn1, predict the reactants needed to synthesize it. The reactants are: C[Mg+].O=Cc1cn(-c2ccc(Cl)c(Cl)c2)cn1. (4) Given the product COC(=O)Cc1ccc(CC#CN=[N+]=[N-])cc1, predict the reactants needed to synthesize it. The reactants are: COC(=O)Cc1ccc(CC#CCl)cc1.[N-]=[N+]=[N-]. (5) Given the product O=C(CBr)Nc1cn2nc(Cl)ccc2n1, predict the reactants needed to synthesize it. The reactants are: Nc1cn2nc(Cl)ccc2n1.O=C(Cl)CBr. (6) Given the product O=C(c1cccc(F)c1)C1CCCNC1, predict the reactants needed to synthesize it. The reactants are: CC(C)(C)OC(=O)N1CCCC(C(=O)c2cccc(F)c2)C1.